The task is: Predict the product of the given reaction.. This data is from Forward reaction prediction with 1.9M reactions from USPTO patents (1976-2016). (1) Given the reactants [NH2:1][C:2]([NH:4][CH:5]([CH2:10][C:11]1[CH:16]=[CH:15][CH:14]=[CH:13][CH:12]=1)[C:6](OC)=O)=[O:3].[H-].C([Al+]CC(C)C)C(C)C, predict the reaction product. The product is: [CH2:10]([CH:5]1[CH2:6][NH:1][C:2](=[O:3])[NH:4]1)[C:11]1[CH:16]=[CH:15][CH:14]=[CH:13][CH:12]=1. (2) The product is: [CH3:14][S:15][C:2]1[N:7]=[CH:6][C:5]([CH2:8][C:9]([O:11][CH2:12][CH3:13])=[O:10])=[CH:4][CH:3]=1. Given the reactants Cl[C:2]1[N:7]=[CH:6][C:5]([CH2:8][C:9]([O:11][CH2:12][CH3:13])=[O:10])=[CH:4][CH:3]=1.[CH3:14][S-:15].[Na+], predict the reaction product. (3) Given the reactants Cl[C:2]1[C:7]([CH3:8])=[N:6][C:5]([CH3:9])=[CH:4][N:3]=1.[C:10]1([C:16]2[CH:25]=[C:24]3[C:19]([CH:20]=[CH:21][C:22](B(O)O)=[CH:23]3)=[CH:18][CH:17]=2)[CH:15]=[CH:14][CH:13]=[CH:12][CH:11]=1.C(=O)([O-])[O-].[Na+].[Na+], predict the reaction product. The product is: [CH3:8][C:7]1[C:2]([C:22]2[CH:21]=[CH:20][C:19]3[C:24](=[CH:25][C:16]([C:10]4[CH:15]=[CH:14][CH:13]=[CH:12][CH:11]=4)=[CH:17][CH:18]=3)[CH:23]=2)=[N:3][CH:4]=[C:5]([CH3:9])[N:6]=1. (4) The product is: [F:36][C:34]1([F:37])[CH2:35][CH:32]([CH2:31][O:8][C:7]2[CH:6]=[CH:5][C:4]([C:9]3[O:10][C:11]4[CH:16]=[C:15]([O:17][CH2:18][C@@H:19]([NH:21][C:22](=[O:24])[CH3:23])[CH3:20])[N:14]=[CH:13][C:12]=4[N:25]=3)=[CH:3][C:2]=2[F:1])[CH2:33]1. Given the reactants [F:1][C:2]1[CH:3]=[C:4]([C:9]2[O:10][C:11]3[CH:16]=[C:15]([O:17][CH2:18][C@@H:19]([NH:21][C:22](=[O:24])[CH3:23])[CH3:20])[N:14]=[CH:13][C:12]=3[N:25]=2)[CH:5]=[CH:6][C:7]=1[OH:8].CS(O[CH2:31][CH:32]1[CH2:35][C:34]([F:37])([F:36])[CH2:33]1)(=O)=O, predict the reaction product. (5) Given the reactants [CH3:1][C:2]1[C:3]2[CH:17]=[CH:16][C:15](=[O:18])[N:14]([CH3:19])[C:4]=2[N:5]=[C:6]([O:8][CH2:9][CH2:10][CH2:11][CH:12]=O)[N:7]=1.FC(F)(F)C(O)=O.[F:27][C:28]1[CH:37]=[C:36]2[C:31]([CH:32]=[CH:33][CH:34]=[C:35]2[N:38]2[CH2:43][CH2:42][NH:41][CH2:40][CH2:39]2)=[CH:30][CH:29]=1.C(N(CC)CC)C.C(O[BH-](OC(=O)C)OC(=O)C)(=O)C.[Na+], predict the reaction product. The product is: [F:27][C:28]1[CH:37]=[C:36]2[C:31]([CH:32]=[CH:33][CH:34]=[C:35]2[N:38]2[CH2:43][CH2:42][N:41]([CH2:12][CH2:11][CH2:10][CH2:9][O:8][C:6]3[N:7]=[C:2]([CH3:1])[C:3]4[CH:17]=[CH:16][C:15](=[O:18])[N:14]([CH3:19])[C:4]=4[N:5]=3)[CH2:40][CH2:39]2)=[CH:30][CH:29]=1. (6) The product is: [C:1]([O:5][C:6]([N:8]1[CH2:11][CH:10]([O:12][C:13]2[CH:18]=[CH:17][C:16]([NH2:19])=[C:15]([CH3:22])[CH:14]=2)[CH2:9]1)=[O:7])([CH3:4])([CH3:3])[CH3:2]. Given the reactants [C:1]([O:5][C:6]([N:8]1[CH2:11][CH:10]([O:12][C:13]2[CH:18]=[CH:17][C:16]([N+:19]([O-])=O)=[C:15]([CH3:22])[CH:14]=2)[CH2:9]1)=[O:7])([CH3:4])([CH3:3])[CH3:2].[H][H], predict the reaction product. (7) Given the reactants [CH3:1][O:2][C:3](=[O:13])[C:4]1[C:9]([O:10][CH3:11])=[CH:8][CH:7]=[CH:6][C:5]=1[OH:12].F[C:15]1[CH:20]=[CH:19][C:18]([F:21])=[CH:17][C:16]=1[N+:22]([O-:24])=[O:23].[CH3:25][O:26][C:27](=[O:45])[C:28]1[C:33]([O:34][CH3:35])=[CH:32][CH:31]=[CH:30][C:29]=1[O:36][C:37]1[CH:42]=[CH:41][C:40]([F:43])=[CH:39][C:38]=1[NH2:44].[NH2:46][C:47]1[S:48][CH:49]=[CH:50][N:51]=1, predict the reaction product. The product is: [CH3:1][O:2][C:3](=[O:13])[C:4]1[C:9]([O:10][CH3:11])=[CH:8][CH:7]=[CH:6][C:5]=1[O:12][C:15]1[CH:20]=[CH:19][C:18]([F:21])=[CH:17][C:16]=1[N+:22]([O-:24])=[O:23].[CH3:25][O:26][C:27](=[O:45])[C:28]1[C:33]([O:34][CH3:35])=[CH:32][CH:31]=[CH:30][C:29]=1[O:36][C:37]1[CH:42]=[CH:41][C:40]([F:43])=[CH:39][C:38]=1[NH:44][C:3]([NH:46][C:47]1[S:48][CH:49]=[CH:50][N:51]=1)=[O:13]. (8) Given the reactants [C:1]([O:5][C:6](=[O:20])[NH:7][CH2:8][CH2:9][N:10]1[C:18]2[C:17](Cl)=[N:16][CH:15]=[N:14][C:13]=2[CH:12]=[CH:11]1)([CH3:4])([CH3:3])[CH3:2].[F:21][C:22]1[CH:23]=[C:24]([CH:36]=[CH:37][CH:38]=1)[CH2:25][N:26]1[C:34]2[C:29](=[CH:30][C:31]([NH2:35])=[CH:32][CH:33]=2)[CH:28]=[N:27]1.C(=O)(O)[O-].[Na+], predict the reaction product. The product is: [C:1]([O:5][C:6](=[O:20])[NH:7][CH2:8][CH2:9][N:10]1[C:18]2[C:17]([NH:35][C:31]3[CH:30]=[C:29]4[C:34](=[CH:33][CH:32]=3)[N:26]([CH2:25][C:24]3[CH:36]=[CH:37][CH:38]=[C:22]([F:21])[CH:23]=3)[N:27]=[CH:28]4)=[N:16][CH:15]=[N:14][C:13]=2[CH:12]=[CH:11]1)([CH3:4])([CH3:3])[CH3:2].